Predict which catalyst facilitates the given reaction. From a dataset of Catalyst prediction with 721,799 reactions and 888 catalyst types from USPTO. (1) Reactant: C(O[C:5]([NH:7][CH:8]1[CH:12]([O:13][CH2:14][CH3:15])[O:11][C:10](=[O:16])[CH2:9]1)=[O:6])C=C.C(=O)=O.[C:20]1([C:30]([NH:32][CH:33]2[C:40](=[O:41])[N:39]3[CH:42](C(O)=O)[CH2:43][CH2:44][CH:38]3[CH2:37][CH:36]=[CH:35][CH2:34]2)=[O:31])[C:29]2[C:24](=[CH:25][CH:26]=[CH:27][CH:28]=2)[CH:23]=[CH:22][N:21]=1.OC1C2N=NNC=2C=CC=1.Cl.CN(C)CCCN=C=NCC. Product: [CH2:14]([O:13][CH:12]1[CH:8]([NH:7][C:5]([C@H:42]2[N:39]3[C:40](=[O:41])[C@@H:33]([NH:32][C:30]([C:20]4[C:29]5[C:24](=[CH:25][CH:26]=[CH:27][CH:28]=5)[CH:23]=[CH:22][N:21]=4)=[O:31])[CH2:34][CH:35]=[CH:36][CH2:37][C@@H:38]3[CH2:44][CH2:43]2)=[O:6])[CH2:9][C:10](=[O:16])[O:11]1)[CH3:15]. The catalyst class is: 46. (2) The catalyst class is: 360. Product: [CH3:18][C:19]1[CH:23]=[C:22]([CH3:24])[NH:21][C:20]=1[CH:25]=[C:10]1[C:9]2[C:13](=[CH:14][CH:15]=[CH:16][C:8]=2[C:4]2[CH:5]=[CH:6][CH:7]=[C:2]([Br:1])[CH:3]=2)[NH:12][C:11]1=[O:17]. Reactant: [Br:1][C:2]1[CH:3]=[C:4]([C:8]2[CH:16]=[CH:15][CH:14]=[C:13]3[C:9]=2[CH2:10][C:11](=[O:17])[NH:12]3)[CH:5]=[CH:6][CH:7]=1.[CH3:18][C:19]1[CH:23]=[C:22]([CH3:24])[NH:21][C:20]=1[CH:25]=O. (3) Reactant: Cl[C:2]1[CH:7]=[C:6]([C:8]#[N:9])[CH:5]=[C:4]([O:10][CH3:11])[N:3]=1.[F:12][C:13]([F:24])([F:23])[C:14]1[CH:19]=[CH:18][C:17](B(O)O)=[CH:16][CH:15]=1.C(=O)([O-])[O-].[Cs+].[Cs+].CC(C1C=C(C(C)C)C(C2C=CC=CC=2P(C2CCCCC2)C2CCCCC2)=C(C(C)C)C=1)C. Product: [CH3:11][O:10][C:4]1[CH:5]=[C:6]([C:8]#[N:9])[CH:7]=[C:2]([C:17]2[CH:18]=[CH:19][C:14]([C:13]([F:24])([F:23])[F:12])=[CH:15][CH:16]=2)[N:3]=1. The catalyst class is: 584. (4) Reactant: C([N:8]1[CH2:13][CH2:12][CH:11]([CH3:14])[CH:10]([N:15]([CH3:25])[C:16]2[C:17]3[CH:24]=[CH:23][NH:22][C:18]=3[N:19]=[CH:20][N:21]=2)[CH2:9]1)C1C=CC=CC=1. Product: [CH3:25][N:15]([CH:10]1[CH:11]([CH3:14])[CH2:12][CH2:13][NH:8][CH2:9]1)[C:16]1[C:17]2[CH:24]=[CH:23][NH:22][C:18]=2[N:19]=[CH:20][N:21]=1. The catalyst class is: 261. (5) Reactant: [S:1]1[CH:5]=[CH:4][C:3]2[C:6](=[O:9])[CH2:7][CH2:8][C:2]1=2.[H-].[Na+].C1([O:18][C:19](=O)[C:20]2[CH:25]=[CH:24][C:23]([Br:26])=[CH:22][CH:21]=2)C=CC=CC=1.Cl. Product: [Br:26][C:23]1[CH:24]=[CH:25][C:20]([C:19]([CH:7]2[CH2:8][C:2]3[S:1][CH:5]=[CH:4][C:3]=3[C:6]2=[O:9])=[O:18])=[CH:21][CH:22]=1. The catalyst class is: 20. (6) Reactant: [OH:1][CH2:2][C:3]1([CH3:31])[S:9][CH2:8][CH2:7][N:6]2[C:10]([C:13]3([C:16]4[CH:21]=[CH:20][C:19]([C:22]5[CH:30]=[CH:29][C:25]([C:26]([OH:28])=O)=[CH:24][N:23]=5)=[CH:18][CH:17]=4)[CH2:15][CH2:14]3)=[N:11][N:12]=[C:5]2[CH2:4]1.[CH2:32]([NH:34][CH3:35])[CH3:33].Cl.C(N=C=NCCCN(C)C)C.C(=O)([O-])O.[Na+]. Product: [CH2:32]([N:34]([CH3:35])[C:26](=[O:28])[C:25]1[CH:29]=[CH:30][C:22]([C:19]2[CH:18]=[CH:17][C:16]([C:13]3([C:10]4[N:6]5[CH2:7][CH2:8][S:9][C:3]([CH2:2][OH:1])([CH3:31])[CH2:4][C:5]5=[N:12][N:11]=4)[CH2:14][CH2:15]3)=[CH:21][CH:20]=2)=[N:23][CH:24]=1)[CH3:33]. The catalyst class is: 9.